Task: Predict the reactants needed to synthesize the given product.. Dataset: Full USPTO retrosynthesis dataset with 1.9M reactions from patents (1976-2016) The reactants are: [CH3:1][O:2][C:3]1[CH:20]=[CH:19][C:6]([CH2:7][N:8]2[N:12]=[N:11][C:10]([CH2:13][C:14]([O:16]CC)=[O:15])=[N:9]2)=[CH:5][CH:4]=1.[OH-].[Li+]. Given the product [CH3:1][O:2][C:3]1[CH:20]=[CH:19][C:6]([CH2:7][N:8]2[N:12]=[N:11][C:10]([CH2:13][C:14]([OH:16])=[O:15])=[N:9]2)=[CH:5][CH:4]=1, predict the reactants needed to synthesize it.